From a dataset of Peptide-MHC class II binding affinity with 134,281 pairs from IEDB. Regression. Given a peptide amino acid sequence and an MHC pseudo amino acid sequence, predict their binding affinity value. This is MHC class II binding data. (1) The peptide sequence is WASVKKDLISYGGGW. The MHC is DRB1_0802 with pseudo-sequence DRB1_0802. The binding affinity (normalized) is 0.294. (2) The peptide sequence is CADILAIASRVLVTM. The binding affinity (normalized) is 0. The MHC is DRB3_0202 with pseudo-sequence DRB3_0202. (3) The peptide sequence is IIFSKNLNIKLNMPL. The MHC is DRB1_1101 with pseudo-sequence DRB1_1101. The binding affinity (normalized) is 0.497. (4) The peptide sequence is MRSLKAPAVVSVSSP. The MHC is DRB1_0701 with pseudo-sequence DRB1_0701. The binding affinity (normalized) is 0.474. (5) The peptide sequence is AQTGLQILQTG. The MHC is HLA-DQA10102-DQB10602 with pseudo-sequence HLA-DQA10102-DQB10602. The binding affinity (normalized) is 0. (6) The peptide sequence is NHFFNHHKVMLLGHS. The MHC is DRB1_0405 with pseudo-sequence DRB1_0405. The binding affinity (normalized) is 0.533. (7) The peptide sequence is PYGATISATPEWATP. The MHC is HLA-DPA10201-DPB10501 with pseudo-sequence HLA-DPA10201-DPB10501. The binding affinity (normalized) is 0.0758.